Dataset: Catalyst prediction with 721,799 reactions and 888 catalyst types from USPTO. Task: Predict which catalyst facilitates the given reaction. Reactant: [CH:1]1[CH:2]=[CH:3][C:4]2[C:5](=[CH:7][CH:8]=[CH:9][C:10]=2[C:11](O)=O)[CH:6]=1.[C:14](OC(=O)C)(=[O:16])[CH3:15].N1C=CC=CC=1. Product: [C:10]1([CH2:11][C:14](=[O:16])[CH3:15])[C:4]2[C:5](=[CH:6][CH:1]=[CH:2][CH:3]=2)[CH:7]=[CH:8][CH:9]=1. The catalyst class is: 22.